This data is from Catalyst prediction with 721,799 reactions and 888 catalyst types from USPTO. The task is: Predict which catalyst facilitates the given reaction. (1) Reactant: O=[C:2]1[CH2:7][CH2:6][CH2:5][CH:4]([C:8]([OH:10])=[O:9])[CH2:3]1.Cl.[Cl:12][C:13]1[CH:30]=[CH:29][C:16]([C:17]([N:19]([C:21]2[CH:26]=[CH:25][C:24]([O:27][CH3:28])=[CH:23][CH:22]=2)N)=[O:18])=[CH:15][CH:14]=1. Product: [Cl:12][C:13]1[CH:30]=[CH:29][C:16]([C:17]([N:19]2[C:2]3[CH2:3][CH:4]([C:8]([OH:10])=[O:9])[CH2:5][CH2:6][C:7]=3[C:22]3[C:21]2=[CH:26][CH:25]=[C:24]([O:27][CH3:28])[CH:23]=3)=[O:18])=[CH:15][CH:14]=1. The catalyst class is: 15. (2) Reactant: [CH:1]1([C:4]2[C:12]([N+:13]([O-])=O)=[CH:11][CH:10]=[CH:9][C:5]=2[C:6]([OH:8])=[O:7])[CH2:3][CH2:2]1.[H][H]. Product: [NH2:13][C:12]1[C:4]([CH:1]2[CH2:2][CH2:3]2)=[C:5]([CH:9]=[CH:10][CH:11]=1)[C:6]([OH:8])=[O:7]. The catalyst class is: 465. (3) Reactant: [Br:1][CH2:2][CH2:3][CH2:4][CH2:5][C:6]([OH:8])=O.S(Cl)(Cl)=O.CN(C)C=O.[I:18][C:19]1[CH:25]=[CH:24][C:22]([NH2:23])=[CH:21][CH:20]=1. Product: [Br:1][CH2:2][CH2:3][CH2:4][CH2:5][C:6]([NH:23][C:22]1[CH:24]=[CH:25][C:19]([I:18])=[CH:20][CH:21]=1)=[O:8]. The catalyst class is: 226.